Dataset: Peptide-MHC class I binding affinity with 185,985 pairs from IEDB/IMGT. Task: Regression. Given a peptide amino acid sequence and an MHC pseudo amino acid sequence, predict their binding affinity value. This is MHC class I binding data. (1) The peptide sequence is QSPKKTGMLEM. The MHC is Mamu-B01 with pseudo-sequence Mamu-B01. The binding affinity (normalized) is 0. (2) The peptide sequence is PIQKETWDTW. The MHC is HLA-B44:02 with pseudo-sequence HLA-B44:02. The binding affinity (normalized) is 0.0102. (3) The peptide sequence is RLIHLLHQTN. The MHC is Mamu-A2201 with pseudo-sequence Mamu-A2201. The binding affinity (normalized) is 0.